This data is from Forward reaction prediction with 1.9M reactions from USPTO patents (1976-2016). The task is: Predict the product of the given reaction. (1) Given the reactants C1(C2C=CC=CC=2C([NH:8][C@H:9]2[CH2:13][CH2:12][CH2:11][C@@H:10]2[NH:14][C:15]2[S:16][C:17]3[CH:23]=[C:22]([F:24])[CH:21]=[CH:20][C:18]=3[N:19]=2)=O)CC1.[Cl:29][C:30]1[CH:38]=[CH:37][CH:36]=[C:35]([F:39])[C:31]=1[C:32](Cl)=[O:33].Cl.FC1C=CC2N=C(N[C@H]3CCC[C@@H]3N)SC=2C=1, predict the reaction product. The product is: [Cl:29][C:30]1[CH:38]=[CH:37][CH:36]=[C:35]([F:39])[C:31]=1[C:32]([NH:8][C@H:9]1[CH2:13][CH2:12][CH2:11][C@@H:10]1[NH:14][C:15]1[S:16][C:17]2[CH:23]=[C:22]([F:24])[CH:21]=[CH:20][C:18]=2[N:19]=1)=[O:33]. (2) Given the reactants [CH3:1][C:2]1[N:12]=[C:11]2[N:6]([CH2:7][CH2:8][CH2:9][CH:10]2[OH:13])[C:4](=[O:5])[C:3]=1[CH2:14][CH2:15]N1CCC(C2C3C=CC(F)=CC=3ON=2)CC1.ClCCC1C(=O)N2CCCC(O)C2=NC=1C, predict the reaction product. The product is: [CH2:14]([C:3]1[C:4](=[O:5])[N:6]2[CH2:7][CH2:8][CH2:9][CH:10]([OH:13])[C:11]2=[N:12][C:2]=1[CH3:1])[CH3:15]. (3) Given the reactants C[C:2]1[CH:10]=[CH:9][C:5]([C:6]([OH:8])=[O:7])=[C:4]([N:11]([S:13]([C:16]2[CH:21]=[CH:20][C:19](F)=[CH:18][CH:17]=2)(=[O:15])=[O:14])[CH3:12])[C:3]=1[CH3:23].[OH:24][CH2:25][CH2:26][CH2:27][NH:28][C:29]([C:31]1[S:32][C:33]2[CH:39]=[CH:38][CH:37]=[CH:36][C:34]=2[CH:35]=1)=[O:30], predict the reaction product. The product is: [S:32]1[C:33]2[CH:39]=[CH:38][CH:37]=[CH:36][C:34]=2[CH:35]=[C:31]1[C:29]([NH:28][CH2:27][CH2:26][CH2:25][O:24][C:19]1[CH:20]=[CH:21][C:16]([S:13]([N:11]([CH3:12])[C:4]2[C:3]([CH3:23])=[CH:2][CH:10]=[CH:9][C:5]=2[C:6]([OH:8])=[O:7])(=[O:14])=[O:15])=[CH:17][CH:18]=1)=[O:30]. (4) Given the reactants [OH:1][CH2:2][C:3]#[C:4][C:5]1[CH:10]=[CH:9][C:8]([N:11]2[CH2:16][CH2:15][N:14]([C:17]([O:19][C:20]([CH3:23])([CH3:22])[CH3:21])=[O:18])[CH2:13][CH2:12]2)=[CH:7][CH:6]=1.CCOC(C)=O, predict the reaction product. The product is: [OH:1][CH2:2][CH2:3][CH2:4][C:5]1[CH:6]=[CH:7][C:8]([N:11]2[CH2:12][CH2:13][N:14]([C:17]([O:19][C:20]([CH3:23])([CH3:22])[CH3:21])=[O:18])[CH2:15][CH2:16]2)=[CH:9][CH:10]=1. (5) Given the reactants [CH3:1][S:2](Cl)(=[O:4])=[O:3].[CH3:6][C:7]([C:25]1[CH:30]=[CH:29][C:28]([C:31]2[N:35]=[C:34]([CH2:36][OH:37])[O:33][N:32]=2)=[CH:27][CH:26]=1)([C:11]1[CH:16]=[CH:15][C:14]([O:17][CH2:18][C:19]2[CH:24]=[CH:23][CH:22]=[CH:21][N:20]=2)=[CH:13][N:12]=1)[CH:8]([CH3:10])[CH3:9].CCN(C(C)C)C(C)C.O, predict the reaction product. The product is: [CH3:1][S:2]([O:37][CH2:36][C:34]1[O:33][N:32]=[C:31]([C:28]2[CH:29]=[CH:30][C:25]([C:7]([CH3:6])([C:11]3[CH:16]=[CH:15][C:14]([O:17][CH2:18][C:19]4[CH:24]=[CH:23][CH:22]=[CH:21][N:20]=4)=[CH:13][N:12]=3)[CH:8]([CH3:10])[CH3:9])=[CH:26][CH:27]=2)[N:35]=1)(=[O:4])=[O:3]. (6) Given the reactants CC1[N:6]=[C:5]([C:7]2[CH:8]=[CH:9][C:10]([O:15]CC(C)C)=[C:11](C#N)[CH:12]=2)SC=1C(O)=O.OC1C=CC(C=O)=CC=1[N+:32]([O-:34])=[O:33].NO.C([O-])=O.[Na+], predict the reaction product. The product is: [OH:15][C:10]1[CH:9]=[CH:8][C:7]([C:5]#[N:6])=[CH:12][C:11]=1[N+:32]([O-:34])=[O:33]. (7) Given the reactants [CH3:1][C:2]1[CH:10]=[CH:9][C:8]([N+:11]([O-:13])=[O:12])=[CH:7][C:3]=1[C:4]([OH:6])=[O:5].OS(O)(=O)=O.[CH3:19]O, predict the reaction product. The product is: [CH3:19][O:5][C:4](=[O:6])[C:3]1[CH:7]=[C:8]([N+:11]([O-:13])=[O:12])[CH:9]=[CH:10][C:2]=1[CH3:1]. (8) Given the reactants [C:1]([C:5]1[O:14][C:8]2[N:9]=[CH:10][NH:11][C:12](=O)[C:7]=2[CH:6]=1)([CH3:4])([CH3:3])[CH3:2].O=P(Cl)(Cl)[Cl:17], predict the reaction product. The product is: [C:1]([C:5]1[O:14][C:8]2[N:9]=[CH:10][N:11]=[C:12]([Cl:17])[C:7]=2[CH:6]=1)([CH3:4])([CH3:3])[CH3:2]. (9) Given the reactants [N:1]12[CH2:9][CH2:8][CH:5]([CH2:6][CH2:7]1)[N:4]([C:10]1[CH:15]=[CH:14][C:13]([NH2:16])=[CH:12][CH:11]=1)[CH2:3][CH2:2]2.[C:17]1([S:23](Cl)(=[O:25])=[O:24])[CH:22]=[CH:21][CH:20]=[CH:19][CH:18]=1, predict the reaction product. The product is: [N:1]12[CH2:9][CH2:8][CH:5]([CH2:6][CH2:7]1)[N:4]([C:10]1[CH:15]=[CH:14][C:13]([NH:16][S:23]([C:17]3[CH:22]=[CH:21][CH:20]=[CH:19][CH:18]=3)(=[O:25])=[O:24])=[CH:12][CH:11]=1)[CH2:3][CH2:2]2. (10) Given the reactants [C:1]([O:5][C:6]([NH:8][CH:9]1[CH:14]([OH:15])[CH2:13][CH2:12][N:11]([C:16]([O:18][CH2:19][C:20]2[CH:25]=[CH:24][CH:23]=[CH:22][CH:21]=2)=[O:17])[CH2:10]1)=[O:7])([CH3:4])([CH3:3])[CH3:2].N1C=CN=C1.[CH3:31][C:32]([Si:35](Cl)([CH3:37])[CH3:36])([CH3:34])[CH3:33], predict the reaction product. The product is: [C:1]([O:5][C:6]([NH:8][CH:9]1[CH:14]([O:15][Si:35]([C:32]([CH3:34])([CH3:33])[CH3:31])([CH3:37])[CH3:36])[CH2:13][CH2:12][N:11]([C:16]([O:18][CH2:19][C:20]2[CH:25]=[CH:24][CH:23]=[CH:22][CH:21]=2)=[O:17])[CH2:10]1)=[O:7])([CH3:4])([CH3:2])[CH3:3].